This data is from Peptide-MHC class II binding affinity with 134,281 pairs from IEDB. The task is: Regression. Given a peptide amino acid sequence and an MHC pseudo amino acid sequence, predict their binding affinity value. This is MHC class II binding data. The peptide sequence is RCALHWFPGSHLLHV. The MHC is DRB1_0901 with pseudo-sequence DRB1_0901. The binding affinity (normalized) is 0.617.